This data is from Full USPTO retrosynthesis dataset with 1.9M reactions from patents (1976-2016). The task is: Predict the reactants needed to synthesize the given product. (1) Given the product [CH:1]1([CH2:7][N:8]2[C:12]([C:13](=[O:22])[CH2:14][CH2:15][C:16]3[CH:21]=[CH:20][CH:19]=[CH:18][N:17]=3)=[CH:11][C:10]([C:23]([O:25][CH2:26][CH3:27])=[O:24])=[C:9]2[CH3:28])[CH2:6][CH2:5][CH2:4][CH2:3][CH2:2]1, predict the reactants needed to synthesize it. The reactants are: [CH:1]1([CH2:7][N:8]2[C:12]([C:13](=[O:22])/[CH:14]=[CH:15]/[C:16]3[CH:21]=[CH:20][CH:19]=[CH:18][N:17]=3)=[CH:11][C:10]([C:23]([O:25][CH2:26][CH3:27])=[O:24])=[C:9]2[CH3:28])[CH2:6][CH2:5][CH2:4][CH2:3][CH2:2]1. (2) Given the product [ClH:4].[ClH:4].[CH2:5]([C:9]1[S:18][C:17]2[NH:16][C:15]3[CH:19]=[CH:20][CH:21]=[CH:22][C:14]=3[N:13]=[C:12]([N:23]3[CH2:28][CH2:27][N:26]([CH3:29])[C@@H:25]([CH2:30][CH2:31][C:32]4[CH:33]=[CH:34][CH:35]=[CH:36][CH:37]=4)[CH2:24]3)[C:11]=2[N:10]=1)[CH2:6][CH2:7][CH3:8], predict the reactants needed to synthesize it. The reactants are: C([Cl:4])(=O)C.[CH2:5]([C:9]1[S:18][C:17]2[NH:16][C:15]3[CH:19]=[CH:20][CH:21]=[CH:22][C:14]=3[N:13]=[C:12]([N:23]3[CH2:28][CH2:27][N:26]([CH3:29])[C@@H:25]([CH2:30][CH2:31][C:32]4[CH:37]=[CH:36][CH:35]=[CH:34][CH:33]=4)[CH2:24]3)[C:11]=2[N:10]=1)[CH2:6][CH2:7][CH3:8].CO.